From a dataset of Catalyst prediction with 721,799 reactions and 888 catalyst types from USPTO. Predict which catalyst facilitates the given reaction. (1) Product: [N:36]1([C:34]([C:31]2[CH:32]=[C:33]3[C:28](=[CH:29][CH:30]=2)[NH:27][CH:26]=[C:25]3[CH:22]2[CH2:23][CH2:24][N:19]([C:16]3[CH:17]=[CH:18][C:13]4[N:14]([C:10]([C:9]([F:46])([F:8])[F:45])=[N:11][N:12]=4)[N:15]=3)[CH2:20][CH2:21]2)=[O:35])[CH2:37][CH2:38][NH:39][CH2:40][CH2:41]1. Reactant: C(O)(C(F)(F)F)=O.[F:8][C:9]([F:46])([F:45])[C:10]1[N:14]2[N:15]=[C:16]([N:19]3[CH2:24][CH2:23][CH:22]([C:25]4[C:33]5[C:28](=[CH:29][CH:30]=[C:31]([C:34]([N:36]6[CH2:41][CH2:40][N:39](C([O-])=O)[CH2:38][CH2:37]6)=[O:35])[CH:32]=5)[NH:27][CH:26]=4)[CH2:21][CH2:20]3)[CH:17]=[CH:18][C:13]2=[N:12][N:11]=1. The catalyst class is: 2. (2) Reactant: [F:1][C:2]([F:32])([F:31])[C:3]1[CH:8]=[CH:7][C:6]([C:9]2[C:10]([C:15]([NH:17][C:18]3[CH:27]=[C:26]4[C:21]([CH:22]=[C:23]([C:28]([OH:30])=O)[CH:24]=[N:25]4)=[CH:20][CH:19]=3)=[O:16])=[CH:11][CH:12]=[CH:13][CH:14]=2)=[CH:5][CH:4]=1.[CH3:33][O:34][C:35]1[CH:36]=[C:37]([CH:40]=[CH:41][CH:42]=1)[CH2:38][NH2:39].Cl.CN(C)CCCN=C=NCC.ON1C2C=CC=CC=2N=N1.C(N(CC)CC)C. Product: [CH3:33][O:34][C:35]1[CH:36]=[C:37]([CH:40]=[CH:41][CH:42]=1)[CH2:38][NH:39][C:28]([C:23]1[CH:24]=[N:25][C:26]2[C:21]([CH:22]=1)=[CH:20][CH:19]=[C:18]([NH:17][C:15]([C:10]1[C:9]([C:6]3[CH:5]=[CH:4][C:3]([C:2]([F:31])([F:32])[F:1])=[CH:8][CH:7]=3)=[CH:14][CH:13]=[CH:12][CH:11]=1)=[O:16])[CH:27]=2)=[O:30]. The catalyst class is: 96. (3) Reactant: CN(C(ON1N=NC2C=CC=CC1=2)=[N+](C)C)C.[B-](F)(F)(F)F.CCN(CC)CC.[NH2:30][C:31]1[C:32]([C:49]([OH:51])=O)=[N:33][C:34]([C:37]2[CH:42]=[CH:41][C:40]([S:43]([CH:46]([CH3:48])[CH3:47])(=[O:45])=[O:44])=[CH:39][CH:38]=2)=[CH:35][N:36]=1.[NH2:52][NH:53][C:54]([NH2:56])=[S:55]. Product: [NH2:30][C:31]1[C:32]([C:49]([NH:52][NH:53][C:54](=[S:55])[NH2:56])=[O:51])=[N:33][C:34]([C:37]2[CH:42]=[CH:41][C:40]([S:43]([CH:46]([CH3:47])[CH3:48])(=[O:45])=[O:44])=[CH:39][CH:38]=2)=[CH:35][N:36]=1. The catalyst class is: 18. (4) The catalyst class is: 3. Reactant: [CH3:1][C:2]1([C:6]([OH:8])=O)[CH2:5][CH2:4][CH2:3]1.[CH3:9][C@@H:10]1[C:16]2[CH:17]=[C:18]([C:21]([O:23][CH2:24][CH3:25])=[O:22])[CH:19]=[CH:20][C:15]=2[O:14][CH2:13][CH2:12][NH:11]1.CN(C(ON1N=NC2C=CC=NC1=2)=[N+](C)C)C.F[P-](F)(F)(F)(F)F.CCN(C(C)C)C(C)C. Product: [CH3:9][C@@H:10]1[C:16]2[CH:17]=[C:18]([C:21]([O:23][CH2:24][CH3:25])=[O:22])[CH:19]=[CH:20][C:15]=2[O:14][CH2:13][CH2:12][N:11]1[C:6]([C:2]1([CH3:1])[CH2:3][CH2:4][CH2:5]1)=[O:8]. (5) Reactant: [Cu][C:2]#[N:3].[F:4][C:5]1[CH:6]=[C:7]2[C:13]([C:14]3[N:15]=[C:16](I)[C:17]4[C:22]([CH3:24])([CH3:23])[C:21](=[O:25])[NH:20][C:18]=4[N:19]=3)=[N:12][N:11]([CH2:27][C:28]3[CH:33]=[CH:32][CH:31]=[CH:30][C:29]=3[F:34])[C:8]2=[N:9][CH:10]=1.[Cl-].[NH4+].N. Product: [F:4][C:5]1[CH:6]=[C:7]2[C:13]([C:14]3[N:15]=[C:16]([C:2]#[N:3])[C:17]4[C:22]([CH3:24])([CH3:23])[C:21](=[O:25])[NH:20][C:18]=4[N:19]=3)=[N:12][N:11]([CH2:27][C:28]3[CH:33]=[CH:32][CH:31]=[CH:30][C:29]=3[F:34])[C:8]2=[N:9][CH:10]=1. The catalyst class is: 148. (6) Reactant: [Cl:1][C:2]1[CH:23]=[C:22]([Cl:24])[CH:21]=[CH:20][C:3]=1[CH2:4][N:5]1[C:13]2[C:8](=[CH:9][CH:10]=[CH:11][CH:12]=2)[C:7]([CH:14]=[N:15][NH:16][C:17](=[S:19])[NH2:18])=[CH:6]1.Br[CH2:26][C:27]([C:29]1[CH:34]=[CH:33][C:32]([F:35])=[CH:31][CH:30]=1)=O. Product: [Cl:1][C:2]1[CH:23]=[C:22]([Cl:24])[CH:21]=[CH:20][C:3]=1[CH2:4][N:5]1[C:13]2[C:8](=[CH:9][CH:10]=[CH:11][CH:12]=2)[C:7]([CH:14]=[N:15][NH:16][C:17]2[S:19][CH:26]=[C:27]([C:29]3[CH:34]=[CH:33][C:32]([F:35])=[CH:31][CH:30]=3)[N:18]=2)=[CH:6]1. The catalyst class is: 1.